From a dataset of NCI-60 drug combinations with 297,098 pairs across 59 cell lines. Regression. Given two drug SMILES strings and cell line genomic features, predict the synergy score measuring deviation from expected non-interaction effect. (1) Drug 1: CC=C1C(=O)NC(C(=O)OC2CC(=O)NC(C(=O)NC(CSSCCC=C2)C(=O)N1)C(C)C)C(C)C. Drug 2: C1C(C(OC1N2C=NC(=NC2=O)N)CO)O. Cell line: SK-MEL-2. Synergy scores: CSS=68.6, Synergy_ZIP=1.90, Synergy_Bliss=4.86, Synergy_Loewe=-0.593, Synergy_HSA=6.54. (2) Drug 1: C1CN1C2=NC(=NC(=N2)N3CC3)N4CC4. Drug 2: CC1OCC2C(O1)C(C(C(O2)OC3C4COC(=O)C4C(C5=CC6=C(C=C35)OCO6)C7=CC(=C(C(=C7)OC)O)OC)O)O. Cell line: MOLT-4. Synergy scores: CSS=93.6, Synergy_ZIP=3.27, Synergy_Bliss=3.22, Synergy_Loewe=0.381, Synergy_HSA=4.44. (3) Drug 1: C1CNP(=O)(OC1)N(CCCl)CCCl. Drug 2: N.N.Cl[Pt+2]Cl. Cell line: LOX IMVI. Synergy scores: CSS=54.8, Synergy_ZIP=6.97, Synergy_Bliss=4.96, Synergy_Loewe=-11.2, Synergy_HSA=9.00. (4) Drug 1: CC1=CC2C(CCC3(C2CCC3(C(=O)C)OC(=O)C)C)C4(C1=CC(=O)CC4)C. Synergy scores: CSS=4.11, Synergy_ZIP=-2.05, Synergy_Bliss=-4.34, Synergy_Loewe=-5.27, Synergy_HSA=-3.46. Cell line: ACHN. Drug 2: CC12CCC3C(C1CCC2O)C(CC4=C3C=CC(=C4)O)CCCCCCCCCS(=O)CCCC(C(F)(F)F)(F)F. (5) Synergy scores: CSS=6.63, Synergy_ZIP=1.09, Synergy_Bliss=5.33, Synergy_Loewe=2.69, Synergy_HSA=4.29. Cell line: PC-3. Drug 1: CN(C)C1=NC(=NC(=N1)N(C)C)N(C)C. Drug 2: B(C(CC(C)C)NC(=O)C(CC1=CC=CC=C1)NC(=O)C2=NC=CN=C2)(O)O. (6) Drug 1: CS(=O)(=O)C1=CC(=C(C=C1)C(=O)NC2=CC(=C(C=C2)Cl)C3=CC=CC=N3)Cl. Drug 2: C1C(C(OC1N2C=NC3=C2NC=NCC3O)CO)O. Cell line: T-47D. Synergy scores: CSS=9.15, Synergy_ZIP=-1.16, Synergy_Bliss=5.47, Synergy_Loewe=-0.431, Synergy_HSA=4.57.